From a dataset of Forward reaction prediction with 1.9M reactions from USPTO patents (1976-2016). Predict the product of the given reaction. Given the reactants S(=O)(=O)(O)O.N[C:7]1[CH:8]=[N:9][N:10]([CH2:13][CH2:14][OH:15])[C:11]=1[NH2:12].C([N:18](C(C)C)C(C)C)C.[C:25]([O:29][C:30]([NH:32][CH2:33][CH2:34][C:35](ON1C(=O)CCC1=O)=[O:36])=[O:31])([CH3:28])([CH3:27])[CH3:26].C(=O)([O-])O.[Na+], predict the reaction product. The product is: [NH2:12][C:11]1[N:10]([CH2:13][CH2:14][OH:15])[N:9]=[C:8]([NH2:18])[C:7]=1[C:35](=[O:36])[CH2:34][CH2:33][NH:32][C:30]([O:29][C:25]([CH3:27])([CH3:26])[CH3:28])=[O:31].